This data is from Forward reaction prediction with 1.9M reactions from USPTO patents (1976-2016). The task is: Predict the product of the given reaction. Given the reactants F[C:2]1[CH:9]=[C:8]([N:10]2[CH2:15][CH2:14][CH:13]([OH:16])[CH2:12][CH2:11]2)[CH:7]=[C:6]([F:17])[C:3]=1[C:4]#[N:5].[O-:18][CH2:19][CH3:20].[Na+], predict the reaction product. The product is: [CH2:19]([O:18][C:2]1[CH:9]=[C:8]([N:10]2[CH2:15][CH2:14][CH:13]([OH:16])[CH2:12][CH2:11]2)[CH:7]=[C:6]([F:17])[C:3]=1[C:4]#[N:5])[CH3:20].